From a dataset of Forward reaction prediction with 1.9M reactions from USPTO patents (1976-2016). Predict the product of the given reaction. (1) Given the reactants C([O:8][P:9]([O:19][CH2:20][C@H:21]1[O:63][C@H:62]([CH2:64][O:65][P:66]([O:76]CC2C=CC=CC=2)([O:68]CC2C=CC=CC=2)=[O:67])[C@@H:42]([O:43][P:44]([O:54]CC2C=CC=CC=2)([O:46]CC2C=CC=CC=2)=[O:45])[C@@H:22]1[O:23][P:24]([O:34]CC1C=CC=CC=1)([O:26]CC1C=CC=CC=1)=[O:25])([O:11]CC1C=CC=CC=1)=[O:10])C1C=CC=CC=1.C([O-])(O)=O.[Na+:88], predict the reaction product. The product is: [P:9]([O:19][CH2:20][C@H:21]1[O:63][C@H:62]([CH2:64][O:65][P:66]([OH:76])([OH:68])=[O:67])[C@@H:42]([O:43][P:44]([OH:54])([OH:46])=[O:45])[C@@H:22]1[O:23][P:24]([O-:26])([O-:34])=[O:25])([O-:11])([O-:10])=[O:8].[Na+:88].[Na+:88].[Na+:88].[Na+:88]. (2) The product is: [CH2:5]([O:4][C:2](=[O:3])[NH:9][C:10]1[N:15]=[N:14][C:13]([N:16]2[CH2:17][CH2:18][N:19]([C:22](=[O:23])[C:24]3[CH:29]=[CH:28][CH:27]=[CH:26][C:25]=3[C:30]([F:33])([F:32])[F:31])[CH2:20][CH2:21]2)=[CH:12][CH:11]=1)[CH:6]([CH3:8])[CH3:7]. Given the reactants Cl[C:2]([O:4][CH2:5][CH:6]([CH3:8])[CH3:7])=[O:3].[NH2:9][C:10]1[N:15]=[N:14][C:13]([N:16]2[CH2:21][CH2:20][N:19]([C:22]([C:24]3[CH:29]=[CH:28][CH:27]=[CH:26][C:25]=3[C:30]([F:33])([F:32])[F:31])=[O:23])[CH2:18][CH2:17]2)=[CH:12][CH:11]=1, predict the reaction product. (3) The product is: [CH3:1][C:2]1[CH:21]=[CH:20][CH:19]=[C:18]([CH3:22])[C:3]=1[CH2:4][O:5][C:6]1[CH:7]=[C:8]([CH2:12][CH:13]([CH3:17])[C:14]([O:16][CH2:35][CH3:36])=[O:15])[CH:9]=[CH:10][CH:11]=1. Given the reactants [CH3:1][C:2]1[CH:21]=[CH:20][CH:19]=[C:18]([CH3:22])[C:3]=1[CH2:4][O:5][C:6]1[CH:7]=[C:8]([CH2:12][CH:13]([CH3:17])[C:14]([OH:16])=[O:15])[CH:9]=[CH:10][CH:11]=1.[Li+].C[Si]([N-][Si](C)(C)C)(C)C.CI.[CH2:35]1COC[CH2:36]1, predict the reaction product. (4) Given the reactants [Cl:1][C:2]1[CH:7]=[CH:6][C:5]([NH:8][C:9](/[CH:11]=[CH:12]\[C:13]([OH:15])=O)=[O:10])=[CH:4][CH:3]=1.C[Si](N[Si](C)(C)C)(C)C.Cl, predict the reaction product. The product is: [Cl:1][C:2]1[CH:3]=[CH:4][C:5]([N:8]2[C:9](=[O:10])[CH:11]=[CH:12][C:13]2=[O:15])=[CH:6][CH:7]=1. (5) Given the reactants [CH2:1]([C:4]1[C:12]2[O:11][N:10]=[C:9]([CH2:13][CH2:14][C:15]3[N:16]=[C:17]([C:23]4[CH:28]=[CH:27][C:26]([Cl:29])=[CH:25][C:24]=4[Cl:30])[O:18][C:19]=3[CH:20]([CH3:22])[CH3:21])[C:8]=2[CH:7]=[CH:6][C:5]=1[OH:31])[CH:2]=[CH2:3].C(=O)([O-])[O-].[K+].[K+].Br[CH2:39][C:40]([O:42][CH2:43][CH3:44])=[O:41], predict the reaction product. The product is: [CH2:1]([C:4]1[C:12]2[O:11][N:10]=[C:9]([CH2:13][CH2:14][C:15]3[N:16]=[C:17]([C:23]4[CH:28]=[CH:27][C:26]([Cl:29])=[CH:25][C:24]=4[Cl:30])[O:18][C:19]=3[CH:20]([CH3:22])[CH3:21])[C:8]=2[CH:7]=[CH:6][C:5]=1[O:31][CH2:39][C:40]([O:42][CH2:43][CH3:44])=[O:41])[CH:2]=[CH2:3]. (6) Given the reactants [NH2:1][CH:2]1[C:7](=[O:8])[NH:6][CH:5]([C:9]([O:11][CH2:12][CH3:13])=[O:10])[CH2:4][CH2:3]1.[C:14]([O:18][C:19](O[C:19]([O:18][C:14]([CH3:17])([CH3:16])[CH3:15])=[O:20])=[O:20])([CH3:17])([CH3:16])[CH3:15], predict the reaction product. The product is: [C:14]([O:18][C:19]([NH:1][CH:2]1[C:7](=[O:8])[NH:6][CH:5]([C:9]([O:11][CH2:12][CH3:13])=[O:10])[CH2:4][CH2:3]1)=[O:20])([CH3:17])([CH3:16])[CH3:15]. (7) Given the reactants [Cl:1][C:2]1[C:7]([I:8])=[CH:6][C:5]([NH:9][CH2:10][C:11]([N:13]2[CH2:18][CH2:17][N:16]([CH2:19]/[CH:20]=[CH:21]/[C:22](O)=[O:23])[CH2:15][CH2:14]2)=[O:12])=[C:4]([O:25][CH3:26])[CH:3]=1.[NH2:27][C:28]1[NH:29][C:30](=[O:56])[C:31]2[N:32]=[CH:33][N:34]([C@@H:37]3[O:41][C@H:40]([CH2:42][NH:43][C:44]4[C:45](=[O:53])[C:46](=[O:52])[C:47]=4[NH:48][CH2:49][CH2:50][NH2:51])[C@@H:39]([OH:54])[C@H:38]3[OH:55])[C:35]=2[N:36]=1.CN(C(ON1N=NC2C=CC=NC1=2)=[N+](C)C)C.F[P-](F)(F)(F)(F)F.CCN(C(C)C)C(C)C, predict the reaction product. The product is: [NH2:27][C:28]1[NH:29][C:30](=[O:56])[C:31]2[N:32]=[CH:33][N:34]([C@@H:37]3[O:41][C@H:40]([CH2:42][NH:43][C:44]4[C:45](=[O:53])[C:46](=[O:52])[C:47]=4[NH:48][CH2:49][CH2:50][NH:51][C:22](=[O:23])/[CH:21]=[CH:20]/[CH2:19][N:16]4[CH2:17][CH2:18][N:13]([C:11](=[O:12])[CH2:10][NH:9][C:5]5[CH:6]=[C:7]([I:8])[C:2]([Cl:1])=[CH:3][C:4]=5[O:25][CH3:26])[CH2:14][CH2:15]4)[C@@H:39]([OH:54])[C@H:38]3[OH:55])[C:35]=2[N:36]=1.